This data is from Forward reaction prediction with 1.9M reactions from USPTO patents (1976-2016). The task is: Predict the product of the given reaction. (1) Given the reactants C1(S(Cl)(=O)=[O:8])C=CC=CC=1.[F:11][C:12]1[C:17]([CH:18]2[CH2:23][CH2:22][C:21](=[N:24]O)[CH2:20][CH2:19]2)=[CH:16][CH:15]=[CH:14][N:13]=1, predict the reaction product. The product is: [F:11][C:12]1[C:17]([CH:18]2[CH2:23][CH2:22][NH:24][C:21](=[O:8])[CH2:20][CH2:19]2)=[CH:16][CH:15]=[CH:14][N:13]=1. (2) Given the reactants CS[C:3]1[S:4]/[C:5](=[CH:9]\[C:10]2[CH:11]=[C:12]3[C:17](=[CH:18][CH:19]=2)[N:16]=[CH:15][CH:14]=[CH:13]3)/[C:6](=[O:8])[N:7]=1.[N:20]1[CH:24]=[C:23]([CH2:25][CH2:26][NH2:27])[NH:22][CH:21]=1.CCN(C(C)C)C(C)C, predict the reaction product. The product is: [N:20]1[CH:24]=[C:23]([CH2:25][CH2:26][NH:27][C:3]2[S:4]/[C:5](=[CH:9]\[C:10]3[CH:11]=[C:12]4[C:17](=[CH:18][CH:19]=3)[N:16]=[CH:15][CH:14]=[CH:13]4)/[C:6](=[O:8])[N:7]=2)[NH:22][CH:21]=1.